This data is from Catalyst prediction with 721,799 reactions and 888 catalyst types from USPTO. The task is: Predict which catalyst facilitates the given reaction. Reactant: [CH2:1]([O:3][C:4]([C:6]1[S:10][C:9]([CH3:11])=[N:8][C:7]=1[OH:12])=[O:5])[CH3:2].N12CCCN=C1CCCCC2.[CH3:24][N:25]([CH3:29])[C:26](Cl)=[S:27]. Product: [CH2:1]([O:3][C:4]([C:6]1[S:10][C:9]([CH3:11])=[N:8][C:7]=1[O:12][C:26](=[S:27])[N:25]([CH3:29])[CH3:24])=[O:5])[CH3:2]. The catalyst class is: 3.